This data is from Full USPTO retrosynthesis dataset with 1.9M reactions from patents (1976-2016). The task is: Predict the reactants needed to synthesize the given product. (1) Given the product [CH3:1][C:2]1[CH:30]=[CH:29][CH:28]=[C:27]([CH3:31])[C:3]=1[CH2:4][NH:5][C:6]1[CH:7]=[C:8]2[C:13](=[CH:14][CH:15]=1)[N:12]=[C:11]([N:16]1[CH:20]=[C:19]([C:21]([OH:23])=[O:22])[CH:18]=[N:17]1)[N:10]=[C:9]2[N:32]1[CH2:36][CH2:35][CH2:34][CH2:33]1, predict the reactants needed to synthesize it. The reactants are: [CH3:1][C:2]1[CH:30]=[CH:29][CH:28]=[C:27]([CH3:31])[C:3]=1[CH2:4][NH:5][C:6]1[CH:7]=[C:8]2[C:13](=[CH:14][CH:15]=1)[N:12]=[C:11]([N:16]1[CH:20]=[C:19]([C:21]([O:23]CC)=[O:22])[CH:18]=[N:17]1)[NH:10][C:9]2=O.[NH:32]1[CH2:36][CH2:35][CH2:34][CH2:33]1. (2) The reactants are: [OH:1][C:2]1[C:3](=[O:34])[N:4]([C:27]2[N:28]=[N:29][C:30]([CH3:33])=[CH:31][CH:32]=2)[CH:5]([C:18]2[CH:23]=[CH:22][C:21]([CH:24]([CH3:26])[CH3:25])=[CH:20][CH:19]=2)[C:6]=1[C:7](=O)[C:8]1[CH:13]=[CH:12][C:11]([CH:14]([CH3:16])[CH3:15])=[CH:10][CH:9]=1.Cl.[C:36]([CH2:39][O:40][NH2:41])([OH:38])=[O:37].[C:36]([CH2:39][O:40][NH2:41])([OH:38])=[O:37]. Given the product [OH:1][C:2]1[C:3](=[O:34])[N:4]([C:27]2[N:28]=[N:29][C:30]([CH3:33])=[CH:31][CH:32]=2)[CH:5]([C:18]2[CH:19]=[CH:20][C:21]([CH:24]([CH3:25])[CH3:26])=[CH:22][CH:23]=2)[C:6]=1[C:7](=[N:41][O:40][CH2:39][C:36]([OH:38])=[O:37])[C:8]1[CH:13]=[CH:12][C:11]([CH:14]([CH3:16])[CH3:15])=[CH:10][CH:9]=1, predict the reactants needed to synthesize it. (3) Given the product [OH:34][C:30]1[CH:29]=[C:28]([CH2:27][CH2:26][CH2:25][NH:24][C:20]2[N:21]=[C:22]([CH3:23])[C:17]([C:15]([NH:14][C@@H:4]([CH2:5][NH:6][C:7]([C:47]3[CH:46]=[CH:50][S:40][CH:48]=3)=[O:8])[C:3]([OH:2])=[O:36])=[O:16])=[C:18]([CH3:35])[N:19]=2)[CH:33]=[CH:32][CH:31]=1, predict the reactants needed to synthesize it. The reactants are: C[O:2][C:3](=[O:36])[C@@H:4]([NH:14][C:15]([C:17]1[C:18]([CH3:35])=[N:19][C:20]([NH:24][CH2:25][CH2:26][CH2:27][C:28]2[CH:33]=[CH:32][CH:31]=[C:30]([OH:34])[CH:29]=2)=[N:21][C:22]=1[CH3:23])=[O:16])[CH2:5][NH:6][C:7](C1SC=CC=1)=[O:8].O.[OH-].[Li+].[S:40]([O-])(O)(=O)=O.[K+].[CH2:46]1[CH2:50]O[CH2:48][CH2:47]1.